This data is from Retrosynthesis with 50K atom-mapped reactions and 10 reaction types from USPTO. The task is: Predict the reactants needed to synthesize the given product. (1) Given the product CC(C)(C)OC(=O)NCc1cccc([N+](=O)[O-])c1, predict the reactants needed to synthesize it. The reactants are: CC(C)(C)OC(=O)OC(=O)OC(C)(C)C.NCc1cccc([N+](=O)[O-])c1. (2) Given the product Cc1ccc(C#N)cn1, predict the reactants needed to synthesize it. The reactants are: Cc1ccc(C(N)=O)cn1. (3) The reactants are: CN(C)C(=O)N1CCNCC1.COC(=O)[C@@H](OC(C)(C)C)c1c(C)cc2nc(-c3ccnc(Cl)n3)sc2c1-c1ccc(Cl)cc1. Given the product COC(=O)[C@@H](OC(C)(C)C)c1c(C)cc2nc(-c3ccnc(N4CCN(C(=O)N(C)C)CC4)n3)sc2c1-c1ccc(Cl)cc1, predict the reactants needed to synthesize it. (4) Given the product N#CCCCn1c(C(=O)O)cc2cc(OCc3c(Cl)cccc3Cl)ccc21, predict the reactants needed to synthesize it. The reactants are: CCOC(=O)c1cc2cc(OCc3c(Cl)cccc3Cl)ccc2n1CCCC#N. (5) Given the product CC[C@@H](C(N)=O)N1CC(COc2ccccc2)CC1=O, predict the reactants needed to synthesize it. The reactants are: CC[C@@H](C(N)=O)N1CC(CO)CC1=O.Oc1ccccc1. (6) Given the product CS(=O)(=O)c1cccc(CO)c1, predict the reactants needed to synthesize it. The reactants are: CS(=O)(=O)c1cccc(C(=O)O)c1. (7) The reactants are: COc1cc(-c2c(C)nn(C)c2C)ncc1[N+](=O)[O-]. Given the product COc1cc(-c2c(C)nn(C)c2C)ncc1N, predict the reactants needed to synthesize it.